Task: Predict the reaction yield, written as a fraction of the theoretical maximum amount of product (1.0 means a 100% yield; for example, 0.34 means a 34% yield).. Dataset: Reaction yield outcomes from USPTO patents with 853,638 reactions The reactants are [OH-].[K+].[C:3]([O:7][C:8]([N:10]1[CH2:16][CH2:15][C:14]2[C:17]([S:22]C(=O)N(C)C)=[C:18]([Cl:21])[CH:19]=[CH:20][C:13]=2[CH2:12][CH2:11]1)=[O:9])([CH3:6])([CH3:5])[CH3:4].Br[CH2:29][CH2:30][CH2:31][N:32]1[C:36]2[CH:37]=[CH:38][CH:39]=[CH:40][C:35]=2[N:34](C(C)=C)[C:33]1=[O:44]. The catalyst is CO. The product is [C:3]([O:7][C:8]([N:10]1[CH2:16][CH2:15][C:14]2[C:17]([S:22][CH2:29][CH2:30][CH2:31][N:32]3[C:36]4[CH:37]=[CH:38][CH:39]=[CH:40][C:35]=4[NH:34][C:33]3=[O:44])=[C:18]([Cl:21])[CH:19]=[CH:20][C:13]=2[CH2:12][CH2:11]1)=[O:9])([CH3:6])([CH3:5])[CH3:4]. The yield is 0.760.